This data is from Full USPTO retrosynthesis dataset with 1.9M reactions from patents (1976-2016). The task is: Predict the reactants needed to synthesize the given product. (1) Given the product [CH3:1][N:2]1[C:11]2[C:6](=[CH:7][CH:8]=[C:9]([C:12]([F:15])([F:13])[F:14])[N:10]=2)[CH:5]=[C:4]([C:16]([OH:18])=[O:17])[C:3]1=[O:21], predict the reactants needed to synthesize it. The reactants are: [CH3:1][N:2]1[C:11]2[C:6](=[CH:7][CH:8]=[C:9]([C:12]([F:15])([F:14])[F:13])[N:10]=2)[CH:5]=[C:4]([C:16]([O:18]CC)=[O:17])[C:3]1=[O:21].O.[OH-].[Li+].O.C(=O)([O-])O.[Na+]. (2) Given the product [Br:1][C:2]1[CH:10]=[CH:9][C:5]([C:6]([O:8][CH:11]([CH3:13])[CH3:12])=[O:7])=[CH:4][CH:3]=1, predict the reactants needed to synthesize it. The reactants are: [Br:1][C:2]1[CH:10]=[CH:9][C:5]([C:6]([OH:8])=[O:7])=[CH:4][CH:3]=1.[CH:11](O)([CH3:13])[CH3:12]. (3) Given the product [F:1][C:2]1[CH:7]=[CH:6][CH:5]=[C:4]([F:8])[C:3]=1[N:9]1[C:14]2[N:15]=[C:16]([NH:27][CH2:28][CH2:29][NH:30][S:42]([CH3:41])(=[O:44])=[O:43])[N:17]=[C:18]([C:19]3[CH:24]=[CH:23][C:22]([F:25])=[CH:21][C:20]=3[CH3:26])[C:13]=2[CH:12]=[CH:11][C:10]1=[O:31], predict the reactants needed to synthesize it. The reactants are: [F:1][C:2]1[CH:7]=[CH:6][CH:5]=[C:4]([F:8])[C:3]=1[N:9]1[C:14]2[N:15]=[C:16]([NH:27][CH2:28][CH2:29][NH2:30])[N:17]=[C:18]([C:19]3[CH:24]=[CH:23][C:22]([F:25])=[CH:21][C:20]=3[CH3:26])[C:13]=2[CH:12]=[CH:11][C:10]1=[O:31].C(N(C(C)C)CC)(C)C.[CH3:41][S:42](Cl)(=[O:44])=[O:43]. (4) Given the product [F:21][C:18]1[CH:17]=[CH:16][C:15]([CH2:14][C:11]2[CH:12]=[C:13]3[C:8]([C:7]([OH:22])=[C:6]([C:23]([NH:25][CH:26]([CH2:30][OH:31])[CH:27]([CH3:29])[CH3:28])=[O:24])[C:5](=[O:32])[N:4]3[CH2:3][CH2:2][NH:1][C:39]([N:33]3[CH2:38][CH2:37][O:36][CH2:35][CH2:34]3)=[O:40])=[N:9][CH:10]=2)=[CH:20][CH:19]=1, predict the reactants needed to synthesize it. The reactants are: [NH2:1][CH2:2][CH2:3][N:4]1[C:13]2[C:8](=[N:9][CH:10]=[C:11]([CH2:14][C:15]3[CH:20]=[CH:19][C:18]([F:21])=[CH:17][CH:16]=3)[CH:12]=2)[C:7]([OH:22])=[C:6]([C:23]([NH:25][CH:26]([CH2:30][OH:31])[CH:27]([CH3:29])[CH3:28])=[O:24])[C:5]1=[O:32].[N:33]1([C:39](Cl)=[O:40])[CH2:38][CH2:37][O:36][CH2:35][CH2:34]1. (5) Given the product [O:24]([C:22]1[CH:21]=[CH:20][N:19]=[C:18]([N:37]2[CH2:36][CH2:35][CH:34]([N:31]3[CH2:30][CH2:29][N:28]([CH3:27])[CH2:33][CH2:32]3)[CH2:39][CH2:38]2)[CH:23]=1)[CH3:25], predict the reactants needed to synthesize it. The reactants are: BrC1C=C(OC)C(N2CCN(C)CC2)=NC=1.Cl[C:18]1[CH:23]=[C:22]([O:24][CH3:25])[CH:21]=[CH:20][N:19]=1.Cl.[CH3:27][N:28]1[CH2:33][CH2:32][N:31]([CH:34]2[CH2:39][CH2:38][NH:37][CH2:36][CH2:35]2)[CH2:30][CH2:29]1. (6) Given the product [OH:41][C:40]1[CH:39]=[CH:38][CH:37]=[C:33]([C:34]([OH:36])=[O:35])[C:32]=1[NH2:31], predict the reactants needed to synthesize it. The reactants are: C(N(CC)CC)C.C1C(=O)N(OC(CCCC[C@@H]2SC[C@@H]3NC(N[C@H]23)=O)=O)C(=O)C1.[NH2:31][C:32]1[C:40]([OH:41])=[CH:39][C:38](N(CCCCNC(=O)CCCCC2C3C(NC(=O)N3)CS2)C(=O)C(F)(F)F)=[CH:37][C:33]=1[C:34]([OH:36])=[O:35]. (7) Given the product [C:20]([O:19][C:17](=[O:18])[NH:16][CH2:15][C:13]1[CH:12]=[CH:11][C:9]2[S:10][C:6]([CH2:5][CH2:4][CH2:3][N:16]([CH2:34][CH2:35][CH3:36])[CH2:15][CH2:13][CH3:12])=[CH:7][C:8]=2[CH:14]=1)([CH3:23])([CH3:22])[CH3:21], predict the reactants needed to synthesize it. The reactants are: CO[C:3](=O)[CH:4]=[CH:5][C:6]1[S:10][C:9]2[CH:11]=[CH:12][C:13]([CH2:15][NH:16][C:17]([O:19][C:20]([CH3:23])([CH3:22])[CH3:21])=[O:18])=[CH:14][C:8]=2[CH:7]=1.CC(OI1(OC(C)=O)(OC(C)=O)O[C:36](=O)[C:35]2[CH:34]=CC=CC1=2)=O.O. (8) The reactants are: Cl[C:2]1[N:7]=[N:6][C:5]([N:8]2[CH2:13][CH2:12][CH:11]([N:14]3[CH2:20][CH2:19][C:18]4[CH:21]=[C:22]([O:25][CH3:26])[CH:23]=[CH:24][C:17]=4[NH:16][C:15]3=[O:27])[CH2:10][CH2:9]2)=[CH:4][C:3]=1[C:28]([C:30]1[CH:39]=[C:38]([CH3:40])[C:33]2[NH:34][C:35](=[O:37])[O:36][C:32]=2[CH:31]=1)=[O:29].[H][H]. Given the product [OH:29][CH:28]([C:30]1[CH:39]=[C:38]([CH3:40])[C:33]2[NH:34][C:35](=[O:37])[O:36][C:32]=2[CH:31]=1)[C:3]1[CH:4]=[C:5]([N:8]2[CH2:13][CH2:12][CH:11]([N:14]3[CH2:20][CH2:19][C:18]4[CH:21]=[C:22]([O:25][CH3:26])[CH:23]=[CH:24][C:17]=4[NH:16][C:15]3=[O:27])[CH2:10][CH2:9]2)[N:6]=[N:7][CH:2]=1, predict the reactants needed to synthesize it.